From a dataset of Full USPTO retrosynthesis dataset with 1.9M reactions from patents (1976-2016). Predict the reactants needed to synthesize the given product. (1) Given the product [CH2:36]([O:35][C:34]1[C:30]([O:29][CH2:22][C:23]2[CH:28]=[CH:27][CH:26]=[CH:25][CH:24]=2)=[C:31]([C:51](=[O:52])[N:53]([CH3:55])[CH3:54])[N:32]([C:43]2[CH:44]=[CH:45][C:46]([O:49][CH3:50])=[CH:47][CH:48]=2)[C:33]=1[S:2]([NH:5][C:6](=[O:7])[O:12][C:8]([CH3:11])([CH3:10])[CH3:9])(=[O:4])=[O:3])[C:37]1[CH:42]=[CH:41][CH:40]=[CH:39][CH:38]=1, predict the reactants needed to synthesize it. The reactants are: Cl[S:2]([N:5]=[C:6]=[O:7])(=[O:4])=[O:3].[C:8]([OH:12])([CH3:11])([CH3:10])[CH3:9].CCN(C(C)C)C(C)C.[CH2:22]([O:29][C:30]1[C:34]([O:35][CH2:36][C:37]2[CH:42]=[CH:41][CH:40]=[CH:39][CH:38]=2)=[CH:33][N:32]([C:43]2[CH:48]=[CH:47][C:46]([O:49][CH3:50])=[CH:45][CH:44]=2)[C:31]=1[C:51]([N:53]([CH3:55])[CH3:54])=[O:52])[C:23]1[CH:28]=[CH:27][CH:26]=[CH:25][CH:24]=1. (2) Given the product [Br:26][C:27]1[C:32]2[C:33]([C:40]3[CH:41]=[C:42]([CH:45]=[CH:46][CH:47]=3)[C:43]([NH2:44])=[O:2])=[N:34][CH2:35][C:36](=[O:39])[N:37]([CH3:38])[C:31]=2[CH:30]=[C:29]([O:48][CH3:49])[C:28]=1[O:50][CH3:51], predict the reactants needed to synthesize it. The reactants are: C[O:2]C1C(OC)=CC2N(C)C(=O)CN=C(C3C=C(C=CC=3)C#N)C=2C=1.[Br:26][C:27]1[C:32]2[C:33]([C:40]3[CH:41]=[C:42]([CH:45]=[CH:46][CH:47]=3)[C:43]#[N:44])=[N:34][CH2:35][C:36](=[O:39])[N:37]([CH3:38])[C:31]=2[CH:30]=[C:29]([O:48][CH3:49])[C:28]=1[O:50][CH3:51].